From a dataset of Full USPTO retrosynthesis dataset with 1.9M reactions from patents (1976-2016). Predict the reactants needed to synthesize the given product. (1) Given the product [C:32]1([CH:27]([C:21]2[CH:22]=[CH:23][CH:24]=[CH:25][CH:26]=2)[CH2:28][CH:29]=[O:30])[CH:33]=[CH:34][CH:35]=[CH:36][CH:37]=1, predict the reactants needed to synthesize it. The reactants are: C(N1CCC(N2CCN(C)CC2)CC1)C1C=CC=CC=1.[C:21]1([CH:27]([C:32]2[CH:37]=[CH:36][CH:35]=[CH:34][CH:33]=2)[CH2:28][C:29](O)=[O:30])[CH:26]=[CH:25][CH:24]=[CH:23][CH:22]=1.C(Cl)CCl. (2) Given the product [C:27]([C:22]1[CH:23]=[CH:24][C:25]([O:1][CH2:2][C:3]2[CH:4]=[C:5]([S:9][C:10]3[CH:11]=[CH:12][C:13]([C:16]#[N:17])=[N:14][CH:15]=3)[CH:6]=[CH:7][CH:8]=2)=[C:20]([CH2:18][CH3:19])[C:21]=1[OH:30])(=[O:29])[CH3:28], predict the reactants needed to synthesize it. The reactants are: [OH:1][CH2:2][C:3]1[CH:4]=[C:5]([S:9][C:10]2[CH:11]=[CH:12][C:13]([C:16]#[N:17])=[N:14][CH:15]=2)[CH:6]=[CH:7][CH:8]=1.[CH2:18]([C:20]1[C:21]([OH:30])=[C:22]([C:27](=[O:29])[CH3:28])[CH:23]=[CH:24][C:25]=1O)[CH3:19]. (3) Given the product [CH3:34][CH:29]([N:1]1[CH2:6][CH2:5][CH:4]([C:7]2[NH:11][N:10]=[C:9]([C:12]3[CH:13]=[CH:14][C:15]([C:18]([F:20])([F:19])[F:21])=[CH:16][CH:17]=3)[C:8]=2[C:22]2[CH:23]=[CH:24][N:25]=[CH:26][CH:27]=2)[CH2:3][CH2:2]1)[CH3:28], predict the reactants needed to synthesize it. The reactants are: [NH:1]1[CH2:6][CH2:5][CH:4]([C:7]2[NH:11][N:10]=[C:9]([C:12]3[CH:17]=[CH:16][C:15]([C:18]([F:21])([F:20])[F:19])=[CH:14][CH:13]=3)[C:8]=2[C:22]2[CH:27]=[CH:26][N:25]=[CH:24][CH:23]=2)[CH2:3][CH2:2]1.[CH3:28][C:29](O)=O.[BH-](OC(C)=O)(OC(C)=O)O[C:34](C)=O.[Na+].[OH-].[Na+]. (4) Given the product [Si:1]([O:8][CH2:9][CH2:10][C:11]1[S:15][CH:14]=[C:13]([CH2:16][N:43]2[CH2:44][CH2:45][C:39]3([O:38][CH2:37][CH2:36][N:35]([C:33]([C:31]4[N:32]=[C:28]([CH:25]([CH3:26])[CH3:27])[S:29][CH:30]=4)=[O:34])[CH2:40]3)[CH2:41][CH2:42]2)[CH:12]=1)([C:4]([CH3:5])([CH3:6])[CH3:7])([CH3:2])[CH3:3], predict the reactants needed to synthesize it. The reactants are: [Si:1]([O:8][CH2:9][CH2:10][C:11]1[S:15][CH:14]=[C:13]([CH:16]=O)[CH:12]=1)([C:4]([CH3:7])([CH3:6])[CH3:5])([CH3:3])[CH3:2].FC(F)(F)C(O)=O.[CH:25]([C:28]1[S:29][CH:30]=[C:31]([C:33]([N:35]2[CH2:40][C:39]3([CH2:45][CH2:44][NH:43][CH2:42][CH2:41]3)[O:38][CH2:37][CH2:36]2)=[O:34])[N:32]=1)([CH3:27])[CH3:26].C(O[BH-](OC(=O)C)OC(=O)C)(=O)C.[Na+].C(=O)(O)[O-].[Na+].